Dataset: Cav3 T-type calcium channel HTS with 100,875 compounds. Task: Binary Classification. Given a drug SMILES string, predict its activity (active/inactive) in a high-throughput screening assay against a specified biological target. (1) The compound is Fc1ccc(C(=O)/C=C\Nc2ccc(N(C)C)cc2)cc1. The result is 0 (inactive). (2) The molecule is S(=O)(=O)(N1CCOCC1)c1ccc(C(=O)NC2CCCCC2)cc1. The result is 0 (inactive).